Dataset: Reaction yield outcomes from USPTO patents with 853,638 reactions. Task: Predict the reaction yield, written as a fraction of the theoretical maximum amount of product (1.0 means a 100% yield; for example, 0.34 means a 34% yield). (1) The reactants are C(O[C:5](=[O:7])[CH3:6])(=O)C.[Cl:8][CH2:9][C@@H:10]([OH:34])[CH2:11][O:12][C:13]1[CH:18]=[CH:17][C:16]([C:19]([C:22]2[CH:33]=[CH:32][C:25]([O:26][CH2:27][C@H:28]([OH:31])[CH2:29][OH:30])=[CH:24][CH:23]=2)([CH3:21])[CH3:20])=[CH:15][CH:14]=1. The catalyst is CN(C1C=CN=CC=1)C.N1C=CC=CC=1. The product is [C:11]([O:30][CH2:29][C@@H:28]([O:31][C:5](=[O:7])[CH3:6])[CH2:27][O:26][C:25]1[CH:24]=[CH:23][C:22]([C:19]([C:16]2[CH:15]=[CH:14][C:13]([O:12][CH2:11][C@H:10]([O:34][C:25](=[O:26])[CH3:24])[CH2:9][Cl:8])=[CH:18][CH:17]=2)([CH3:21])[CH3:20])=[CH:33][CH:32]=1)(=[O:12])[CH3:10]. The yield is 0.915. (2) The yield is 0.970. The product is [C:10]1([C:4]2[CH:9]=[CH:8][CH:7]=[CH:6][CH:5]=2)[CH:17]=[CH:16][CH:15]=[C:12]([CH2:13][C:1]#[N:2])[CH:11]=1. The catalyst is CN(C=O)C. The reactants are [C-:1]#[N:2].[Na+].[C:4]1([C:10]2[CH:11]=[C:12]([CH:15]=[CH:16][CH:17]=2)[CH2:13]Br)[CH:9]=[CH:8][CH:7]=[CH:6][CH:5]=1. (3) The reactants are [NH2:1][C:2]1[N:3]=[C:4]([N:19]2[CH2:24][CH2:23][N:22]([C:25](=[O:31])[CH2:26][C:27]([O:29]C)=O)[CH2:21][CH2:20]2)[C:5]2[N:11]=[C:10]([C:12]3[CH:17]=[CH:16][C:15]([F:18])=[CH:14][CH:13]=3)[CH:9]=[CH:8][C:6]=2[N:7]=1.[Cl:32][C:33]1[CH:39]=[CH:38][C:36]([NH2:37])=[CH:35][CH:34]=1.CCN(C(C)C)C(C)C. The catalyst is O1CCOCC1. The product is [NH2:1][C:2]1[N:3]=[C:4]([N:19]2[CH2:20][CH2:21][N:22]([C:25](=[O:31])[CH2:26][C:27](=[O:29])[NH:37][C:36]3[CH:38]=[CH:39][C:33]([Cl:32])=[CH:34][CH:35]=3)[CH2:23][CH2:24]2)[C:5]2[N:11]=[C:10]([C:12]3[CH:13]=[CH:14][C:15]([F:18])=[CH:16][CH:17]=3)[CH:9]=[CH:8][C:6]=2[N:7]=1. The yield is 0.290.